This data is from Full USPTO retrosynthesis dataset with 1.9M reactions from patents (1976-2016). The task is: Predict the reactants needed to synthesize the given product. (1) Given the product [NH:40]([CH2:41][CH2:42][NH:43][C:16]([C@@H:9]1[CH2:10][C:11](=[N:13][O:14][CH3:15])[CH2:12][N:8]1[C:6](=[O:7])[C:28]1[CH:27]=[CH:26][C:25]([C:22]2[CH:21]=[CH:20][N:19]=[CH:24][CH:23]=2)=[CH:33][CH:32]=1)=[O:18])[C:34]1[CH:39]=[CH:38][CH:37]=[CH:36][CH:35]=1, predict the reactants needed to synthesize it. The reactants are: C(O[C:6]([N:8]1[CH2:12][C:11](=[N:13][O:14][CH3:15])[CH2:10][C@H:9]1[C:16]([OH:18])=O)=[O:7])(C)(C)C.[N:19]1[CH:24]=[CH:23][C:22]([C:25]2[CH:33]=[CH:32][C:28](C(O)=O)=[CH:27][CH:26]=2)=[CH:21][CH:20]=1.[C:34]1([NH:40][CH2:41][CH2:42][NH2:43])[CH:39]=[CH:38][CH:37]=[CH:36][CH:35]=1. (2) Given the product [Cl:21][C:15]1[CH:16]=[C:17]([Cl:20])[CH:18]=[CH:19][C:14]=1[CH2:13][CH2:12][NH:11][C:4]1[N:5]=[C:6]([CH2:8][O:9][CH3:10])[N:7]=[C:2]([C:30]2[CH:29]=[C:28]([C:25]([CH3:27])([CH3:26])[C:22]([OH:24])=[O:23])[CH:33]=[CH:32][CH:31]=2)[CH:3]=1, predict the reactants needed to synthesize it. The reactants are: Cl[C:2]1[N:7]=[C:6]([CH2:8][O:9][CH3:10])[N:5]=[C:4]([NH:11][CH2:12][CH2:13][C:14]2[CH:19]=[CH:18][C:17]([Cl:20])=[CH:16][C:15]=2[Cl:21])[CH:3]=1.[C:22]([C:25]([C:28]1[CH:29]=[C:30](B(O)O)[CH:31]=[CH:32][CH:33]=1)([CH3:27])[CH3:26])([OH:24])=[O:23].C([O-])([O-])=O.[Cs+].[Cs+]. (3) Given the product [CH2:32]([CH:31]([C:28]1[CH:27]=[CH:26][C:25]([O:24][CH2:23][C:20]2[CH:19]=[CH:18][C:17]([C:15]3[CH:16]=[C:12]([CH2:11][O:10][C:8]4[CH:7]=[N:6][CH:5]=[C:4]([CH:9]=4)[C:3]([OH:38])=[O:2])[S:13][CH:14]=3)=[CH:22][CH:21]=2)=[CH:30][CH:29]=1)[CH2:35][CH2:36][CH3:37])[CH2:33][CH3:34], predict the reactants needed to synthesize it. The reactants are: C[O:2][C:3](=[O:38])[C:4]1[CH:9]=[C:8]([O:10][CH2:11][C:12]2[S:13][CH:14]=[C:15]([C:17]3[CH:22]=[CH:21][C:20]([CH2:23][O:24][C:25]4[CH:30]=[CH:29][C:28]([CH:31]([CH2:35][CH2:36][CH3:37])[CH2:32][CH2:33][CH3:34])=[CH:27][CH:26]=4)=[CH:19][CH:18]=3)[CH:16]=2)[CH:7]=[N:6][CH:5]=1.O1CCCC1.[OH-].[Na+].Cl.